Dataset: Full USPTO retrosynthesis dataset with 1.9M reactions from patents (1976-2016). Task: Predict the reactants needed to synthesize the given product. (1) Given the product [CH:27]1([NH:26][C:22]2[CH:21]=[C:20]([C:18]3[CH:17]=[CH:16][CH:15]=[C:14]([N:11]4[CH2:12][CH2:13][NH:8][CH2:9][CH2:10]4)[N:19]=3)[CH:25]=[CH:24][N:23]=2)[CH2:32][CH2:31][CH2:30][CH2:29][CH2:28]1, predict the reactants needed to synthesize it. The reactants are: C(OC([N:8]1[CH2:13][CH2:12][N:11]([C:14]2[N:19]=[C:18]([C:20]3[CH:25]=[CH:24][N:23]=[C:22]([NH:26][CH:27]4[CH2:32][CH2:31][CH2:30][CH2:29][CH2:28]4)[CH:21]=3)[CH:17]=[CH:16][CH:15]=2)[CH2:10][CH2:9]1)=O)(C)(C)C.C(O)(C(F)(F)F)=O. (2) Given the product [CH3:21][C:13]1[C:12]([N+:9]([O-:11])=[O:10])=[CH:20][CH:19]=[CH:18][C:14]=1[N:5]1[C:31](=[O:27])[NH:22][N:7]=[N:6]1, predict the reactants needed to synthesize it. The reactants are: [Cl-].[Cl-].[Cl-].[Al+3].[N-:5]=[N+:6]=[N-:7].[Na+].[N+:9]([C:12]1[C:13]([CH3:21])=[C:14]([CH:18]=[CH:19][CH:20]=1)C(Cl)=O)([O-:11])=[O:10].[N:22]([O-])=O.[Na+].Cl.[O:27]1[CH2:31]CCC1. (3) Given the product [CH3:19][C@@H:20]1[CH:27]=[CH:26][CH2:25][C:22]2([CH2:23][CH2:24]2)[C@@H:21]1[C:28](=[O:30])[CH:7]=[CH:5][CH3:6], predict the reactants needed to synthesize it. The reactants are: C(N[CH:5]([CH3:7])[CH3:6])(C)C.[Li]CCCC.CCCCCC.[CH3:19][C@@H:20]1[CH:27]=[CH:26][CH2:25][C:22]2([CH2:24][CH2:23]2)[C@@H:21]1[C:28](=[O:30])C.C(=O)C.Cl.[Na+].[Cl-].O.C1(C)C=CC(S(O)(=O)=O)=CC=1.C([O-])(O)=O.[Na+]. (4) Given the product [Cl:1][C:2]1[C:11]2[C:6](=[CH:7][C:8]([O:14][CH2:16][CH2:17][CH2:18][N:19]3[CH2:24][CH2:23][O:22][CH2:21][CH2:20]3)=[C:9]([O:12][CH3:13])[CH:10]=2)[N:5]=[CH:4][CH:3]=1, predict the reactants needed to synthesize it. The reactants are: [Cl:1][C:2]1[C:11]2[C:6](=[CH:7][C:8]([OH:14])=[C:9]([O:12][CH3:13])[CH:10]=2)[N:5]=[CH:4][CH:3]=1.Cl[CH2:16][CH2:17][CH2:18][N:19]1[CH2:24][CH2:23][O:22][CH2:21][CH2:20]1.C(=O)([O-])[O-].[K+].[K+]. (5) The reactants are: [CH3:1][O:2][C:3]([CH:5]1[C:13]2[C:8](=[CH:9][CH:10]=[CH:11][CH:12]=2)[CH2:7][C:6]1=[O:14])=[O:4].[OH-].[Na+].[Br:17][CH2:18][CH2:19][CH2:20]Br. Given the product [CH3:1][O:2][C:3]([C:5]1([CH2:20][CH2:19][CH2:18][Br:17])[C:13]2[C:8](=[CH:9][CH:10]=[CH:11][CH:12]=2)[CH2:7][C:6]1=[O:14])=[O:4], predict the reactants needed to synthesize it.